Dataset: Forward reaction prediction with 1.9M reactions from USPTO patents (1976-2016). Task: Predict the product of the given reaction. (1) Given the reactants Cl[C:2]1[CH:3]=[CH:4][C:5]([N:8]2[CH2:12][C@@H:11]([CH2:13][NH:14][C:15](=[O:36])[C:16]3[CH:21]=[CH:20][C:19]([C:22]4[O:23][C:24]5[C:30]([CH:31]([CH3:33])[CH3:32])=[CH:29][C:28]([C:34]#[N:35])=[CH:27][C:25]=5[N:26]=4)=[CH:18][CH:17]=3)[O:10][C:9]2=[O:37])=[N:6][CH:7]=1.C(=O)([O-])[O-].[K+].[K+].[F:44][C:45]([F:57])([F:56])[O:46][C:47]1[CH:52]=[CH:51][CH:50]=[CH:49][C:48]=1B(O)O, predict the reaction product. The product is: [C:34]([C:28]1[CH:29]=[C:30]([CH:31]([CH3:33])[CH3:32])[C:24]2[O:23][C:22]([C:19]3[CH:20]=[CH:21][C:16]([C:15]([NH:14][CH2:13][C@H:11]4[O:10][C:9](=[O:37])[N:8]([C:5]5[CH:4]=[CH:3][C:2]([C:48]6[CH:49]=[CH:50][CH:51]=[CH:52][C:47]=6[O:46][C:45]([F:44])([F:57])[F:56])=[CH:7][N:6]=5)[CH2:12]4)=[O:36])=[CH:17][CH:18]=3)=[N:26][C:25]=2[CH:27]=1)#[N:35]. (2) Given the reactants Cl.[CH:2]1([NH:8][NH2:9])[CH2:7][CH2:6][CH2:5][CH2:4][CH2:3]1.[CH2:10]([O:12][C:13](=[O:25])[C:14](=[CH:21]N(C)C)[C:15](=O)[C:16]([F:19])([F:18])[F:17])[CH3:11].C([O-])(=O)C.[Na+], predict the reaction product. The product is: [CH2:10]([O:12][C:13]([C:14]1[CH:21]=[N:9][N:8]([CH:2]2[CH2:7][CH2:6][CH2:5][CH2:4][CH2:3]2)[C:15]=1[C:16]([F:17])([F:18])[F:19])=[O:25])[CH3:11].